This data is from Catalyst prediction with 721,799 reactions and 888 catalyst types from USPTO. The task is: Predict which catalyst facilitates the given reaction. (1) Reactant: [C:1](=[O:20])([O:18][CH3:19])[O:2][C:3]1[CH:8]=[C:7]([N+:9]([O-])=O)[C:6]([Cl:12])=[CH:5][C:4]=1[CH:13]1[CH2:17][CH2:16][CH2:15][CH2:14]1.[BH4-].[Na+]. Product: [C:1](=[O:20])([O:18][CH3:19])[O:2][C:3]1[CH:8]=[C:7]([NH2:9])[C:6]([Cl:12])=[CH:5][C:4]=1[CH:13]1[CH2:17][CH2:16][CH2:15][CH2:14]1. The catalyst class is: 888. (2) Reactant: Cl[C:2]1[N:7]=[CH:6][N:5]=[C:4]([N:8]2[C:16]3[C:11](=[N:12][CH:13]=[CH:14][CH:15]=3)[CH2:10][CH2:9]2)[C:3]=1[CH3:17].[F:18][C@H:19]1[C@@H:24]([OH:25])[CH2:23][CH2:22][N:21]([C:26]([O:28][C:29]([CH3:32])([CH3:31])[CH3:30])=[O:27])[CH2:20]1.C(=O)([O-])[O-].[Cs+].[Cs+].C(#N)C. Product: [N:8]1([C:4]2[N:5]=[CH:6][N:7]=[C:2]([O:25][C@H:24]3[CH2:23][CH2:22][N:21]([C:26]([O:28][C:29]([CH3:31])([CH3:30])[CH3:32])=[O:27])[CH2:20][C@H:19]3[F:18])[C:3]=2[CH3:17])[C:16]2[C:11](=[N:12][CH:13]=[CH:14][CH:15]=2)[CH2:10][CH2:9]1. The catalyst class is: 6.